Task: Predict the product of the given reaction.. Dataset: Forward reaction prediction with 1.9M reactions from USPTO patents (1976-2016) (1) The product is: [Cl:34][CH2:2][C:3]1[CH:8]=[CH:7][C:6]([N:9]2[C:14](=[O:15])[CH:13]=[CH:12][C:11]3[C:16]([C:24]4[CH:29]=[CH:28][CH:27]=[CH:26][CH:25]=4)=[C:17]([C:19]([O:21][CH2:22][CH3:23])=[O:20])[S:18][C:10]2=3)=[CH:5][CH:4]=1. Given the reactants O[CH2:2][C:3]1[CH:8]=[CH:7][C:6]([N:9]2[C:14](=[O:15])[CH:13]=[CH:12][C:11]3[C:16]([C:24]4[CH:29]=[CH:28][CH:27]=[CH:26][CH:25]=4)=[C:17]([C:19]([O:21][CH2:22][CH3:23])=[O:20])[S:18][C:10]2=3)=[CH:5][CH:4]=1.[H-].[Na+].S(Cl)([Cl:34])=O.C([O-])(O)=O.[Na+], predict the reaction product. (2) Given the reactants [F:1][C:2]1[CH:3]=[C:4]([CH:8]=[CH:9][C:10]=1[I:11])[C:5](O)=[O:6].C(Cl)(=O)C([Cl:15])=O, predict the reaction product. The product is: [F:1][C:2]1[CH:3]=[C:4]([CH:8]=[CH:9][C:10]=1[I:11])[C:5]([Cl:15])=[O:6]. (3) Given the reactants C(O)(C(F)(F)F)=O.C(OC([N:15]1[CH2:20][CH2:19][CH:18]([O:21][C:22]2[CH:23]=[CH:24][C:25]3[C:37](=[O:38])[C:36]4[C:35]5[C:30](=[CH:31][C:32]([C:39]#[N:40])=[CH:33][CH:34]=5)[NH:29][C:28]=4[C:27]([CH3:42])([CH3:41])[C:26]=3[CH:43]=2)[CH2:17][CH2:16]1)=O)(C)(C)C, predict the reaction product. The product is: [CH3:41][C:27]1([CH3:42])[C:28]2[NH:29][C:30]3[C:35](=[CH:34][CH:33]=[C:32]([C:39]#[N:40])[CH:31]=3)[C:36]=2[C:37](=[O:38])[C:25]2[CH:24]=[CH:23][C:22]([O:21][CH:18]3[CH2:19][CH2:20][NH:15][CH2:16][CH2:17]3)=[CH:43][C:26]1=2. (4) Given the reactants C1C=CC(P(C2C=CC=CC=2)C2C=CC=CC=2)=CC=1.[I:20]I.N1C=CN=C1.[C:27]([O:31][C:32](=[O:39])[NH:33][CH2:34][CH2:35][CH2:36][CH2:37]O)([CH3:30])([CH3:29])[CH3:28], predict the reaction product. The product is: [C:27]([O:31][C:32](=[O:39])[NH:33][CH2:34][CH2:35][CH2:36][CH2:37][I:20])([CH3:30])([CH3:29])[CH3:28]. (5) The product is: [CH3:20][N:19]([CH3:23])[C:14](=[O:15])[C:13]([C:10]1[CH:11]=[CH:12][C:7]([C:5](=[O:6])[CH2:4][CH2:3][CH2:2][Cl:1])=[CH:8][CH:9]=1)([CH3:18])[CH3:17]. Given the reactants [Cl:1][CH2:2][CH2:3][CH2:4][C:5]([C:7]1[CH:12]=[CH:11][C:10]([C:13]([CH3:18])([CH3:17])[C:14](O)=[O:15])=[CH:9][CH:8]=1)=[O:6].[N:19]1(C(N)=O)[CH2:23]CC[CH2:20]1, predict the reaction product. (6) Given the reactants [C:1]1([S:7]([N:10]2[CH2:15][CH2:14][CH2:13][C@@H:12]([C:16]([OH:18])=O)[CH2:11]2)(=[O:9])=[O:8])[CH:6]=[CH:5][CH:4]=[CH:3][CH:2]=1.[NH:19]1[CH2:23][CH2:22][CH:21]([C:24]2[CH:25]=[N:26][CH:27]=[CH:28][CH:29]=2)[CH2:20]1.F[P-](F)(F)(F)(F)F.N1(O[P+](N(C)C)(N(C)C)N(C)C)C2C=CC=CC=2N=N1.C(N(CC)C(C)C)(C)C, predict the reaction product. The product is: [C:1]1([S:7]([N:10]2[CH2:15][CH2:14][CH2:13][C@@H:12]([C:16]([N:19]3[CH2:23][CH2:22][CH:21]([C:24]4[CH:25]=[N:26][CH:27]=[CH:28][CH:29]=4)[CH2:20]3)=[O:18])[CH2:11]2)(=[O:8])=[O:9])[CH:2]=[CH:3][CH:4]=[CH:5][CH:6]=1.